This data is from Forward reaction prediction with 1.9M reactions from USPTO patents (1976-2016). The task is: Predict the product of the given reaction. (1) The product is: [C:29]([NH:33][S:34]([C:37]1[S:38][C:39]([C:2]2[CH:7]=[CH:6][CH:5]=[C:4]([C:8]3[N:9]=[C:10]([C:25]([F:27])([F:28])[F:26])[CH:11]=[C:12]([C:14]4[CH:19]=[CH:18][C:17]([C:20]([F:22])([F:23])[F:21])=[CH:16][C:15]=4[F:24])[N:13]=3)[CH:3]=2)=[CH:40][CH:41]=1)(=[O:35])=[O:36])([CH3:30])([CH3:31])[CH3:32]. Given the reactants Br[C:2]1[CH:3]=[C:4]([C:8]2[N:13]=[C:12]([C:14]3[CH:19]=[CH:18][C:17]([C:20]([F:23])([F:22])[F:21])=[CH:16][C:15]=3[F:24])[CH:11]=[C:10]([C:25]([F:28])([F:27])[F:26])[N:9]=2)[CH:5]=[CH:6][CH:7]=1.[C:29]([NH:33][S:34]([C:37]1[S:38][C:39](B2OC(C)(C)C(C)(C)O2)=[CH:40][CH:41]=1)(=[O:36])=[O:35])([CH3:32])([CH3:31])[CH3:30], predict the reaction product. (2) The product is: [CH:12]([CH:10]1[CH2:11][CH:9]1[C:4]1[CH:5]=[CH:6][CH:7]=[CH:8][C:3]=1[C:1]#[N:2])=[O:13]. Given the reactants [C:1]([C:3]1[CH:8]=[CH:7][CH:6]=[CH:5][C:4]=1[CH:9]1[CH2:11][CH:10]1[C:12](N(OC)C)=[O:13])#[N:2].[H-].[H-].[H-].[H-].[Li+].[Al+3], predict the reaction product. (3) Given the reactants CN(C)C=O.[CH2:6]([O:10][C:11]1[C:16]([F:17])=[C:15](Cl)[N:14]=[CH:13][N:12]=1)[C:7]#[C:8][CH3:9].C(=O)([O-])[O-].F[C:24](F)(F)[CH:25]1[CH2:30][CH2:29][CH2:28][NH:27][CH2:26]1, predict the reaction product. The product is: [CH2:6]([O:10][C:11]1[C:16]([F:17])=[C:15]([N:27]2[CH2:28][CH2:29][CH2:30][CH:25]([CH3:24])[CH2:26]2)[N:14]=[CH:13][N:12]=1)[C:7]#[C:8][CH3:9].